This data is from Full USPTO retrosynthesis dataset with 1.9M reactions from patents (1976-2016). The task is: Predict the reactants needed to synthesize the given product. (1) The reactants are: [Cl:1][C:2]1[CH:7]=[CH:6][C:5]([C@:8]2([O:17][C@H:16]([CH2:18][OH:19])[C@@H:14]([OH:15])[C@H:12]([OH:13])[C@H:10]2[OH:11])[OH:9])=[CH:4][C:3]=1[CH2:20][C:21]1[CH:26]=[CH:25][C:24]([OH:27])=[CH:23][CH:22]=1.[CH:28]12[O:33][CH:29]1[CH2:30][CH2:31][CH2:32]2.C(=O)([O-])[O-].[K+].[K+].O. Given the product [Cl:1][C:2]1[CH:7]=[CH:6][C:5]([C@:8]2([O:17][C@H:16]([CH2:18][OH:19])[C@@H:14]([OH:15])[C@H:12]([OH:13])[C@H:10]2[OH:11])[OH:9])=[CH:4][C:3]=1[CH2:20][C:21]1[CH:22]=[CH:23][C:24]([O:27][C@@H:28]2[CH2:32][CH2:31][CH2:30][C@H:29]2[OH:33])=[CH:25][CH:26]=1, predict the reactants needed to synthesize it. (2) The reactants are: [F:1][C:2]1[CH:7]=[CH:6][C:5]([OH:8])=[CH:4][C:3]=1[CH3:9].Cl[C:11]1[CH:12]=[CH:13][C:14]([N+:26]([O-:28])=[O:27])=[C:15]([CH2:17][NH:18][C:19](=[O:25])[O:20][C:21]([CH3:24])([CH3:23])[CH3:22])[CH:16]=1.[H-].[Na+]. Given the product [F:1][C:2]1[CH:7]=[CH:6][C:5]([O:8][C:11]2[CH:12]=[CH:13][C:14]([N+:26]([O-:28])=[O:27])=[C:15]([CH2:17][NH:18][C:19](=[O:25])[O:20][C:21]([CH3:24])([CH3:22])[CH3:23])[CH:16]=2)=[CH:4][C:3]=1[CH3:9], predict the reactants needed to synthesize it. (3) Given the product [NH2:29][C:25]1[CH:24]=[CH:23][CH:22]=[C:21]2[C:26]=1[C:27](=[O:28])[C:9]1([NH:8][C:6](=[O:7])[C:5]3[CH:4]=[CH:3][C:2]([Cl:1])=[CH:34][CH:33]=3)[C:13]3[CH:14]=[CH:15][C:16]([CH:18]([CH3:20])[CH3:19])=[CH:17][C:12]=3[O:11][C:10]12[OH:32], predict the reactants needed to synthesize it. The reactants are: [Cl:1][C:2]1[CH:34]=[CH:33][C:5]([C:6]([NH:8][C:9]23[C:27](=[O:28])[C:26]4[C:21](=[CH:22][CH:23]=[CH:24][C:25]=4[N+:29]([O-])=O)[C:10]2([OH:32])[O:11][C:12]2[CH:17]=[C:16]([CH:18]([CH3:20])[CH3:19])[CH:15]=[CH:14][C:13]=23)=[O:7])=[CH:4][CH:3]=1. (4) Given the product [Cl:1][CH:2]([CH2:7][C:8]1[CH:13]=[CH:12][C:11]([CH2:14][CH2:15][O:16][C:17]2[CH:18]=[CH:19][C:20]([O:23][S:32]([CH3:31])(=[O:34])=[O:33])=[CH:21][CH:22]=2)=[CH:10][CH:9]=1)[C:3]([O:5][CH3:6])=[O:4], predict the reactants needed to synthesize it. The reactants are: [Cl:1][CH:2]([CH2:7][C:8]1[CH:13]=[CH:12][C:11]([CH2:14][CH2:15][O:16][C:17]2[CH:22]=[CH:21][C:20]([OH:23])=[CH:19][CH:18]=2)=[CH:10][CH:9]=1)[C:3]([O:5][CH3:6])=[O:4].C(N(CC)CC)C.[CH3:31][S:32](Cl)(=[O:34])=[O:33]. (5) Given the product [CH2:34]([O:33][P:28]([CH:9]([P:4]([O:3][CH2:1][CH3:2])([O:5][CH2:6][CH3:7])=[O:8])[CH2:10][C:11]1[N:15]2[CH:16]=[CH:17][CH:18]=[C:19]([OH:20])[C:14]2=[N:13][CH:12]=1)(=[O:29])[O:30][CH2:31][CH3:32])[CH3:35], predict the reactants needed to synthesize it. The reactants are: [CH2:1]([O:3][P:4]([CH:9]([P:28]([O:33][CH2:34][CH3:35])([O:30][CH2:31][CH3:32])=[O:29])[CH2:10][C:11]1[N:15]2[CH:16]=[CH:17][CH:18]=[C:19]([O:20]CC3C=CC=CC=3)[C:14]2=[N:13][CH:12]=1)(=[O:8])[O:5][CH2:6][CH3:7])[CH3:2]. (6) Given the product [CH:8]1([N:11]([CH2:25][CH2:26][O:27][CH2:28][C:29]([OH:31])=[O:30])[S:12]([C:15]2[C:20]([CH3:21])=[CH:19][C:18]([O:22][CH3:23])=[CH:17][C:16]=2[CH3:24])(=[O:14])=[O:13])[CH2:9][CH2:10]1, predict the reactants needed to synthesize it. The reactants are: FC(F)(F)C(O)=O.[CH:8]1([N:11]([CH2:25][CH2:26][O:27][CH2:28][C:29]([O:31]C(C)(C)C)=[O:30])[S:12]([C:15]2[C:20]([CH3:21])=[CH:19][C:18]([O:22][CH3:23])=[CH:17][C:16]=2[CH3:24])(=[O:14])=[O:13])[CH2:10][CH2:9]1. (7) Given the product [CH2:1]([C:5]1[C:6]([CH3:14])=[C:7]([C:11]([OH:13])=[O:12])[S:8][C:9]=1[CH3:10])[CH:2]([CH3:4])[CH3:3], predict the reactants needed to synthesize it. The reactants are: [CH2:1]([C:5]1[CH:6]=[C:7]([C:11]([OH:13])=[O:12])[S:8][C:9]=1[CH3:10])[CH:2]([CH3:4])[CH3:3].[CH3:14]C#N. (8) Given the product [CH2:14]([O:21][C:22]([NH:24][CH:25]([CH3:31])[C:26]([O:28][CH2:29][N:5]1[C:6]([C:9]([O:11][CH2:12][CH3:13])=[O:10])=[CH:7][C:8]2[O:1][CH:2]=[CH:3][C:4]1=2)=[O:27])=[O:23])[C:15]1[CH:16]=[CH:17][CH:18]=[CH:19][CH:20]=1, predict the reactants needed to synthesize it. The reactants are: [O:1]1[C:8]2[CH:7]=[C:6]([C:9]([O:11][CH2:12][CH3:13])=[O:10])[NH:5][C:4]=2[CH:3]=[CH:2]1.[CH2:14]([O:21][C:22]([NH:24][CH:25]([CH3:31])[C:26]([O:28][CH2:29]Cl)=[O:27])=[O:23])[C:15]1[CH:20]=[CH:19][CH:18]=[CH:17][CH:16]=1.